From a dataset of Cav3 T-type calcium channel HTS with 100,875 compounds. Binary Classification. Given a drug SMILES string, predict its activity (active/inactive) in a high-throughput screening assay against a specified biological target. (1) The compound is S(=O)(=O)(NC(c1cc(OC)c(OCC)cc1)CC(O)=O)c1ccc(cc1)C. The result is 0 (inactive). (2) The drug is S(c1n(Cc2ccccc2)c(nn1)c1sccc1)CC(=O)NCc1cc2OCOc2cc1. The result is 1 (active). (3) The drug is N1(CCCCC1)c1nccc2n(cnc12)C. The result is 0 (inactive). (4) The drug is O=C1N(CC(C1)C(=O)Nc1ccc(N2CCOCC2)cc1)c1ccc(OCC)cc1. The result is 0 (inactive). (5) The molecule is O=C(N1CCN(CC1)Cc1ccc(cc1)C)CCN1C(=O)c2c(C1=O)cccc2. The result is 0 (inactive).